From a dataset of Catalyst prediction with 721,799 reactions and 888 catalyst types from USPTO. Predict which catalyst facilitates the given reaction. The catalyst class is: 1. Product: [F:18][C:19]1[CH:20]=[C:21]2[C:26](=[CH:27][CH:28]=1)[N:25]=[CH:24][CH:23]=[C:22]2[CH:29]1[CH2:30][CH2:31][CH:32]([CH:35]([CH2:1][CH3:2])[C:36]([O:38][CH2:39][CH3:40])=[O:37])[CH2:33][CH2:34]1. Reactant: [CH:1]([N-]C(C)C)(C)[CH3:2].[Li+].CN1CCCN(C)C1=O.[F:18][C:19]1[CH:20]=[C:21]2[C:26](=[CH:27][CH:28]=1)[N:25]=[CH:24][CH:23]=[C:22]2[CH:29]1[CH2:34][CH2:33][CH:32]([CH2:35][C:36]([O:38][CH2:39][CH3:40])=[O:37])[CH2:31][CH2:30]1.ICC.